This data is from HIV replication inhibition screening data with 41,000+ compounds from the AIDS Antiviral Screen. The task is: Binary Classification. Given a drug SMILES string, predict its activity (active/inactive) in a high-throughput screening assay against a specified biological target. (1) The drug is CC1(C)COC(=O)N1. The result is 0 (inactive). (2) The drug is Cc1cn(C2CC(N=[N+]=[N-])C(COC(=O)C(O)C3(O)CCC4C5CCC6=CC(=O)C=CC6(C)C5C(O)CC43C)O2)c(=O)[nH]c1=O. The result is 1 (active).